From a dataset of Forward reaction prediction with 1.9M reactions from USPTO patents (1976-2016). Predict the product of the given reaction. Given the reactants Cl[CH2:2][C:3]1[N:4]([CH2:16][CH3:17])[C:5]2[CH:10]=[C:9]([C:11]([F:14])([F:13])[F:12])[N:8]=[CH:7][C:6]=2[N:15]=1.C([O-])([O-])=O.[K+].[K+].[NH:24]1[CH:28]=[CH:27][N:26]=[C:25]1[C:29]1[S:30][CH:31]=[CH:32][N:33]=1, predict the reaction product. The product is: [CH2:16]([N:4]1[C:5]2[CH:10]=[C:9]([C:11]([F:14])([F:13])[F:12])[N:8]=[CH:7][C:6]=2[N:15]=[C:3]1[CH2:2][N:24]1[CH:28]=[CH:27][N:26]=[C:25]1[C:29]1[S:30][CH:31]=[CH:32][N:33]=1)[CH3:17].